This data is from Forward reaction prediction with 1.9M reactions from USPTO patents (1976-2016). The task is: Predict the product of the given reaction. (1) Given the reactants C(=O)([O-])[O-].[K+].[K+].[C:7]1([OH:13])[CH:12]=[CH:11][CH:10]=[CH:9][CH:8]=1.F[C:15]1[N:20]=[CH:19][C:18]([C:21]2[C:22]([NH2:27])=[N:23][CH:24]=[CH:25][CH:26]=2)=[CH:17][CH:16]=1.O, predict the reaction product. The product is: [O:13]([C:15]1[N:20]=[CH:19][C:18]([C:21]2[C:22]([NH2:27])=[N:23][CH:24]=[CH:25][CH:26]=2)=[CH:17][CH:16]=1)[C:7]1[CH:12]=[CH:11][CH:10]=[CH:9][CH:8]=1. (2) Given the reactants [C:1]([O:5][C:6]([N:8]1[CH2:12][C@@H:11]([CH3:13])[CH2:10][C@H:9]1[C:14]1[NH:15][CH:16]=[C:17]([C:19]2[CH:24]=[CH:23][C:22]([C:25]3[CH:30]=[CH:29][C:28](B4OC(C)(C)C(C)(C)O4)=[CH:27][CH:26]=3)=[CH:21][CH:20]=2)[N:18]=1)=[O:7])([CH3:4])([CH3:3])[CH3:2].I[C:41]1[CH:67]=[CH:66][C:44]2[NH:45][C:46]([C@@H:48]3[CH2:52][C@H:51]([CH3:53])[CH2:50][N:49]3[C:54]([CH:56]([N:60]([CH3:65])[C:61](=[O:64])[O:62][CH3:63])[CH:57]([CH3:59])[CH3:58])=[O:55])=[N:47][C:43]=2[CH:42]=1.C(Cl)Cl.C([O-])(O)=O.[Na+], predict the reaction product. The product is: [C:1]([O:5][C:6]([N:8]1[CH2:12][CH:11]([CH3:13])[CH2:10][CH:9]1[C:14]1[NH:15][CH:16]=[C:17]([C:19]2[CH:24]=[CH:23][C:22]([C:25]3[CH:30]=[CH:29][C:28]([C:41]4[CH:67]=[CH:66][C:44]5[NH:45][C:46]([C@@H:48]6[CH2:52][C@H:51]([CH3:53])[CH2:50][N:49]6[C:54](=[O:55])[C@@H:56]([N:60]([C:61]([O:62][CH3:63])=[O:64])[CH3:65])[CH:57]([CH3:59])[CH3:58])=[N:47][C:43]=5[CH:42]=4)=[CH:27][CH:26]=3)=[CH:21][CH:20]=2)[N:18]=1)=[O:7])([CH3:2])([CH3:3])[CH3:4]. (3) Given the reactants [Br:1][C:2]1[CH:11]=[CH:10][C:5]([C:6](OC)=[O:7])=[CH:4][C:3]=1[CH3:12].[H-].[H-].[H-].[H-].[Li+].[Al+3], predict the reaction product. The product is: [Br:1][C:2]1[CH:11]=[CH:10][C:5]([CH2:6][OH:7])=[CH:4][C:3]=1[CH3:12]. (4) Given the reactants Br[C:2]1[CH:3]=[N:4][N:5]([C:9]2[CH:24]=[CH:23][C:12]([C:13]([NH:15][CH2:16][CH:17]3[CH2:22][CH2:21][O:20][CH2:19][CH2:18]3)=[O:14])=[CH:11][N:10]=2)[C:6]=1[O:7][CH3:8].[CH3:25][O:26][C:27]1[C:32]([O:33][CH3:34])=[C:31](B(O)O)[CH:30]=[CH:29][N:28]=1.C(=O)(O)[O-].[Na+], predict the reaction product. The product is: [CH3:25][O:26][C:27]1[C:32]([O:33][CH3:34])=[C:31]([C:2]2[CH:3]=[N:4][N:5]([C:9]3[CH:24]=[CH:23][C:12]([C:13]([NH:15][CH2:16][CH:17]4[CH2:22][CH2:21][O:20][CH2:19][CH2:18]4)=[O:14])=[CH:11][N:10]=3)[C:6]=2[O:7][CH3:8])[CH:30]=[CH:29][N:28]=1.